This data is from Reaction yield outcomes from USPTO patents with 853,638 reactions. The task is: Predict the reaction yield, written as a fraction of the theoretical maximum amount of product (1.0 means a 100% yield; for example, 0.34 means a 34% yield). (1) The reactants are C(=O)=O.[CH3:4][C:5](C)=O.Br[C:9]1[CH:10]=[C:11]([CH:35]=[CH:36][CH:37]=1)[CH2:12][CH:13]1[C:19](=[O:20])[N:18]([CH3:21])[C:17]2[CH:22]=[CH:23][C:24]([Cl:26])=[CH:25][C:16]=2[C:15]([C:27]2[CH:32]=[CH:31][C:30]([O:33][CH3:34])=[CH:29][CH:28]=2)=[N:14]1.[Zn](CC)CC. The catalyst is C1COCC1.C1C=CC(P(C2C=CC=CC=2)[C-]2C=CC=C2)=CC=1.C1C=CC(P(C2C=CC=CC=2)[C-]2C=CC=C2)=CC=1.Cl[Pd]Cl.[Fe+2]. The product is [Cl:26][C:24]1[CH:23]=[CH:22][C:17]2[N:18]([CH3:21])[C:19](=[O:20])[CH:13]([CH2:12][C:11]3[CH:35]=[CH:36][CH:37]=[C:9]([CH2:4][CH3:5])[CH:10]=3)[N:14]=[C:15]([C:27]3[CH:32]=[CH:31][C:30]([O:33][CH3:34])=[CH:29][CH:28]=3)[C:16]=2[CH:25]=1. The yield is 0.880. (2) The reactants are [CH3:1][O:2][C:3]1[CH:8]=[CH:7][C:6]([C:9]2[C:14]([C:15]3[CH:20]=[CH:19][C:18]([O:21][CH3:22])=[CH:17][CH:16]=3)=[N:13][N:12]([CH2:23][CH2:24]O)[C:11](=[O:26])[CH:10]=2)=[CH:5][CH:4]=1.C1(C)C=CC(S(Cl)(=O)=O)=CC=1.[NH:38]1[CH2:43][CH2:42][CH2:41][CH2:40][CH2:39]1. No catalyst specified. The product is [CH3:1][O:2][C:3]1[CH:8]=[CH:7][C:6]([C:9]2[C:14]([C:15]3[CH:16]=[CH:17][C:18]([O:21][CH3:22])=[CH:19][CH:20]=3)=[N:13][N:12]([CH2:23][CH2:24][N:38]3[CH2:43][CH2:42][CH2:41][CH2:40][CH2:39]3)[C:11](=[O:26])[CH:10]=2)=[CH:5][CH:4]=1. The yield is 0.381. (3) The reactants are [C:1]([O:5][C:6]([N:8]1[C:16]2[C:11](=[C:12](Br)[CH:13]=[CH:14][CH:15]=2)[CH:10]=[CH:9]1)=[O:7])([CH3:4])([CH3:3])[CH3:2].[Li]CCCC.[C:23]([N:30]1[CH2:35][CH2:34][CH2:33][CH2:32][C:31]1=O)([O:25][C:26]([CH3:29])([CH3:28])[CH3:27])=[O:24].C1C[O:40]CC1. No catalyst specified. The product is [C:1]([O:5][C:6]([N:8]1[C:16]2[C:11](=[C:12]([C:33]3([OH:40])[CH2:34][CH2:35][N:30]([C:23]([O:25][C:26]([CH3:29])([CH3:28])[CH3:27])=[O:24])[CH2:31][CH2:32]3)[CH:13]=[CH:14][CH:15]=2)[CH:10]=[CH:9]1)=[O:7])([CH3:4])([CH3:3])[CH3:2]. The yield is 0.190. (4) The reactants are Br[C:2]1[CH:11]=[CH:10][C:5]([C:6]([O:8][CH3:9])=[O:7])=[CH:4][C:3]=1[CH3:12].C([O-])([O-])=O.[Cs+].[Cs+].[NH:19]1[CH2:24][CH2:23][O:22][CH2:21][CH2:20]1. The catalyst is O1CCOCC1.C([O-])(=O)C.[Pd+2].C([O-])(=O)C.C1C=CC(P(C2C(C3C(P(C4C=CC=CC=4)C4C=CC=CC=4)=CC=C4C=3C=CC=C4)=C3C(C=CC=C3)=CC=2)C2C=CC=CC=2)=CC=1. The product is [CH3:12][C:3]1[CH:4]=[C:5]([CH:10]=[CH:11][C:2]=1[N:19]1[CH2:24][CH2:23][O:22][CH2:21][CH2:20]1)[C:6]([O:8][CH3:9])=[O:7]. The yield is 0.840. (5) The reactants are [NH2:1][C:2]1[C:7]2[CH2:8][C:9]([CH3:12])([CH3:11])[O:10][C:6]=2[C:5]([C:13]([NH:15][CH2:16][C@@H:17]2[CH2:22][CH2:21][N:20](C(OC(C)(C)C)=O)[CH2:19][C@H:18]2[OH:30])=[O:14])=[CH:4][C:3]=1[Cl:31]. The catalyst is Cl.CC(O)C.CO. The product is [NH2:1][C:2]1[C:7]2[CH2:8][C:9]([CH3:11])([CH3:12])[O:10][C:6]=2[C:5]([C:13]([NH:15][CH2:16][C@@H:17]2[CH2:22][CH2:21][NH:20][CH2:19][C@H:18]2[OH:30])=[O:14])=[CH:4][C:3]=1[Cl:31]. The yield is 0.730. (6) The reactants are [NH2:1][C:2]1[N:7]=[C:6]([Cl:8])[CH:5]=[C:4]([NH2:9])[N:3]=1.[NH:10]1[CH2:15][CH2:14][O:13][CH2:12][CH2:11]1.[N:16]([O-])=O.[Na+].C(O)(=O)C.[OH-].[Na+].[O-]S(S([O-])=O)=O.[Na+].[Na+]. The catalyst is O. The product is [ClH:8].[ClH:8].[NH2:1][C:2]1[N:7]=[C:6]([N:10]2[CH2:15][CH2:14][O:13][CH2:12][CH2:11]2)[C:5]([NH2:16])=[C:4]([NH2:9])[N:3]=1. The yield is 0.541. (7) The reactants are [Br:1][C:2]1[CH:3]=[C:4]([C:17]([O:19][CH3:20])=[O:18])[C:5]2[C:6]([CH:15]=O)=[CH:7][N:8]([CH:11]([CH2:13][CH3:14])[CH3:12])[C:9]=2[CH:10]=1.O.C1(C)C=CC(S(O)(=O)=O)=CC=1.S1(CCCC1)(=O)=O.C([BH3-])#N.[Na+]. The catalyst is CN(C=O)C.O. The product is [Br:1][C:2]1[CH:3]=[C:4]([C:17]([O:19][CH3:20])=[O:18])[C:5]2[C:6]([CH3:15])=[CH:7][N:8]([CH:11]([CH2:13][CH3:14])[CH3:12])[C:9]=2[CH:10]=1. The yield is 0.546. (8) The reactants are N[OH:2].[F:3][C:4]1[CH:9]=[C:8]([I:10])[CH:7]=[CH:6][C:5]=1[NH:11][C:12]1[S:16][C:15]2[C:17](=[O:23])[CH2:18][C:19]([CH3:22])([CH3:21])[CH2:20][C:14]=2[C:13]=1[C:24]#[N:25]. The catalyst is C1COCC1.[Cl-].[Na+].O. The product is [F:3][C:4]1[CH:9]=[C:8]([I:10])[CH:7]=[CH:6][C:5]=1[NH:11][C:12]1[S:16][C:15]2[C:17](=[O:23])[CH2:18][C:19]([CH3:21])([CH3:22])[CH2:20][C:14]=2[C:13]=1[C:24]([NH2:25])=[O:2]. The yield is 0.230. (9) The product is [C:97]([C:59]1[CH:58]=[CH:77][C:78]([C:9]([NH:11][C@@H:12]([CH2:26][C:27]2[CH:28]=[CH:29][C:30]([C:33]3[N:38]=[CH:37][C:36]([C:39]4[CH:40]=[CH:41][C:42]([O:45][CH2:46][CH2:47][CH2:48][CH2:49][CH2:50][CH2:51][CH3:52])=[CH:43][CH:44]=4)=[CH:35][N:34]=3)=[CH:31][CH:32]=2)[C:13]([N:15]2[CH2:16][CH:17]([C:19]([O:21][C:22]([CH3:23])([CH3:25])[CH3:24])=[O:20])[CH2:18]2)=[O:14])=[O:10])=[CH:79][CH:80]=1)([CH3:99])([CH3:60])[CH3:98]. The reactants are C(O[C:9]([NH:11][C@@H:12]([CH2:26][C:27]1[CH:32]=[CH:31][C:30]([C:33]2[N:38]=[CH:37][C:36]([C:39]3[CH:44]=[CH:43][C:42]([O:45][CH2:46][CH2:47][CH2:48][CH2:49][CH2:50][CH2:51][CH3:52])=[CH:41][CH:40]=3)=[CH:35][N:34]=2)=[CH:29][CH:28]=1)[C:13]([N:15]1[CH2:18][CH:17]([C:19]([O:21][C:22]([CH3:25])([CH3:24])[CH3:23])=[O:20])[CH2:16]1)=[O:14])=[O:10])C1C=CC=CC=1.C([SiH]([CH2:58][CH3:59])CC)C.[CH2:60](N(CC)CC)C.CN(C(ON1N=N[C:77]2[CH:78]=[CH:79][CH:80]=NC1=2)=[N+](C)C)C.F[P-](F)(F)(F)(F)F.CCN([CH:97]([CH3:99])[CH3:98])C(C)C.Cl. The catalyst is C(Cl)Cl.CN(C=O)C.C(O[Pd]OC(=O)C)(=O)C. The yield is 0.800. (10) The reactants are [CH:1]([N:14]1[CH2:17][CH:16]([CH:18](OC)[C:19]2[C:27]3[C:22](=[CH:23][CH:24]=[C:25]([C:28]#[N:29])[CH:26]=3)[NH:21][CH:20]=2)[CH2:15]1)([C:8]1[CH:13]=[CH:12][CH:11]=[CH:10][CH:9]=1)[C:2]1[CH:7]=[CH:6][CH:5]=[CH:4][CH:3]=1.C([SiH](CC)CC)C.FC(F)(F)C(O)=O.[OH-].[NH4+]. The catalyst is C(Cl)Cl. The product is [CH:1]([N:14]1[CH2:15][CH:16]([CH2:18][C:19]2[C:27]3[C:22](=[CH:23][CH:24]=[C:25]([C:28]#[N:29])[CH:26]=3)[NH:21][CH:20]=2)[CH2:17]1)([C:2]1[CH:3]=[CH:4][CH:5]=[CH:6][CH:7]=1)[C:8]1[CH:13]=[CH:12][CH:11]=[CH:10][CH:9]=1. The yield is 0.860.